Dataset: Full USPTO retrosynthesis dataset with 1.9M reactions from patents (1976-2016). Task: Predict the reactants needed to synthesize the given product. (1) The reactants are: CCN=C=NCCCN(C)C.C1C=CC2N(O)N=NC=2C=1.[Cl:22][C:23]1[C:24](=[O:44])[N:25]2[C:29](=[C:30]([C:41](O)=[O:42])[C:31]=1[NH:32][C:33]1[CH:38]=[CH:37][C:36]([I:39])=[CH:35][C:34]=1[F:40])[CH2:28][CH2:27][CH2:26]2.Cl.[CH2:46]([O:48][NH2:49])[CH3:47]. Given the product [CH2:46]([O:48][NH:49][C:41]([C:30]1[C:31]([NH:32][C:33]2[CH:38]=[CH:37][C:36]([I:39])=[CH:35][C:34]=2[F:40])=[C:23]([Cl:22])[C:24](=[O:44])[N:25]2[C:29]=1[CH2:28][CH2:27][CH2:26]2)=[O:42])[CH3:47], predict the reactants needed to synthesize it. (2) Given the product [NH2:8][C:9]1[CH:10]=[C:2]([Br:1])[C:3]([F:13])=[CH:4][C:5]=1[C:6]([OH:12])=[O:14], predict the reactants needed to synthesize it. The reactants are: [Br:1][C:2]1[CH:10]=[C:9]2[C:5]([C:6](=[O:12])C(=O)[NH:8]2)=[CH:4][C:3]=1[F:13].[OH-:14].[Na+].OO.Cl. (3) Given the product [Cl:24][C:25]1[CH:30]=[C:29]([Cl:31])[CH:28]=[CH:27][C:26]=1[CH2:32][NH:33][C:34]([N:10]1[CH2:11][CH2:12][N:7]([CH2:6][C:5]2[CH:13]=[CH:14][C:2]([F:1])=[CH:3][CH:4]=2)[CH2:8][CH2:9]1)=[O:35], predict the reactants needed to synthesize it. The reactants are: [F:1][C:2]1[CH:14]=[CH:13][C:5]([CH2:6][N:7]2[CH2:12][CH2:11][NH:10][CH2:9][CH2:8]2)=[CH:4][CH:3]=1.C(N(C(C)C)CC)(C)C.[Cl:24][C:25]1[CH:30]=[C:29]([Cl:31])[CH:28]=[CH:27][C:26]=1[CH2:32][N:33]=[C:34]=[O:35]. (4) Given the product [NH2:14][C@@H:15]([CH2:24][C:25]1[CH:30]=[CH:29][C:28]([O:31][CH2:32][CH2:33][C@H:34]([CH:36]2[CH2:41][CH2:40][N:39]([C:42]3[O:46][N:45]=[C:44]([CH:47]([CH3:49])[CH3:48])[N:43]=3)[CH2:38][CH2:37]2)[CH3:35])=[CH:27][C:26]=1[F:50])[C:16]([N:18]1[CH2:21][C:20]([F:22])([F:23])[CH2:19]1)=[O:17], predict the reactants needed to synthesize it. The reactants are: C(O)(C(F)(F)F)=O.C(OC(=O)[NH:14][C@@H:15]([CH2:24][C:25]1[CH:30]=[CH:29][C:28]([O:31][CH2:32][CH2:33][C@H:34]([CH:36]2[CH2:41][CH2:40][N:39]([C:42]3[O:46][N:45]=[C:44]([CH:47]([CH3:49])[CH3:48])[N:43]=3)[CH2:38][CH2:37]2)[CH3:35])=[CH:27][C:26]=1[F:50])[C:16]([N:18]1[CH2:21][C:20]([F:23])([F:22])[CH2:19]1)=[O:17])(C)(C)C. (5) Given the product [C:11]([O:15][C:16]([N:18]1[CH2:23][CH2:22][CH:21]([CH3:24])[CH:20]([CH2:27][C:28]([O:30][CH2:31][CH3:32])=[O:29])[C:19]1=[O:25])=[O:17])([CH3:14])([CH3:12])[CH3:13], predict the reactants needed to synthesize it. The reactants are: C[Si]([N-][Si](C)(C)C)(C)C.[Li+].[C:11]([O:15][C:16]([N:18]1[CH2:23][CH2:22][CH:21]([CH3:24])[CH2:20][C:19]1=[O:25])=[O:17])([CH3:14])([CH3:13])[CH3:12].Br[CH2:27][C:28]([O:30][CH2:31][CH3:32])=[O:29].